Dataset: Forward reaction prediction with 1.9M reactions from USPTO patents (1976-2016). Task: Predict the product of the given reaction. Given the reactants [C:1]([O:10][CH3:11])(=[O:9])[C:2]1[C:3](=[CH:5][CH:6]=[CH:7][CH:8]=1)[NH2:4].N1C=CC=CC=1.[N+:18]([C:21]1[CH:29]=[CH:28][CH:27]=[CH:26][C:22]=1[C:23](Cl)=[O:24])([O-:20])=[O:19], predict the reaction product. The product is: [CH3:11][O:10][C:1](=[O:9])[C:2]1[CH:8]=[CH:7][CH:6]=[CH:5][C:3]=1[NH:4][C:23](=[O:24])[C:22]1[CH:26]=[CH:27][CH:28]=[CH:29][C:21]=1[N+:18]([O-:20])=[O:19].